Dataset: Reaction yield outcomes from USPTO patents with 853,638 reactions. Task: Predict the reaction yield, written as a fraction of the theoretical maximum amount of product (1.0 means a 100% yield; for example, 0.34 means a 34% yield). The reactants are [F:1][C:2]1[CH:3]=[CH:4][C:5]([N+:11]([O-:13])=[O:12])=[C:6]([CH:10]=1)[C:7](O)=[O:8].Cl.CN.C(Cl)CCl.C1C=CC2N(O)N=[N:27][C:25]=2C=1.CCN(C(C)C)C(C)C. The catalyst is CN(C=O)C. The product is [F:1][C:2]1[CH:3]=[CH:4][C:5]([N+:11]([O-:13])=[O:12])=[C:6]([CH:10]=1)[C:7]([NH:27][CH3:25])=[O:8]. The yield is 0.900.